This data is from Forward reaction prediction with 1.9M reactions from USPTO patents (1976-2016). The task is: Predict the product of the given reaction. (1) Given the reactants [Cl:1][C:2]1[CH:3]=[C:4]([S:35](O)(=[O:37])=[O:36])[CH:5]=[C:6]([F:34])[C:7]=1[CH2:8][S:9][C:10]1[N:11]([C:27]2[CH:32]=[CH:31][C:30]([F:33])=[CH:29][CH:28]=2)[C:12]([C:15]([C:18]2[CH:23]=[CH:22][C:21]([F:24])=[C:20]([O:25][CH3:26])[CH:19]=2)([CH3:17])[CH3:16])=[CH:13][N:14]=1.S(Cl)(Cl)=O.Cl.[Cl-].[NH2:45][CH2:46][CH2:47][C:48]1[CH:49]=[N+:50]([CH3:54])[CH:51]=[CH:52][CH:53]=1.C([O-])([O-])=O.[K+].[K+], predict the reaction product. The product is: [Cl-:1].[Cl:1][C:2]1[CH:3]=[C:4]([S:35]([NH:45][CH2:46][CH2:47][C:48]2[CH:49]=[N+:50]([CH3:54])[CH:51]=[CH:52][CH:53]=2)(=[O:36])=[O:37])[CH:5]=[C:6]([F:34])[C:7]=1[CH2:8][S:9][C:10]1[N:11]([C:27]2[CH:32]=[CH:31][C:30]([F:33])=[CH:29][CH:28]=2)[C:12]([C:15]([C:18]2[CH:23]=[CH:22][C:21]([F:24])=[C:20]([O:25][CH3:26])[CH:19]=2)([CH3:16])[CH3:17])=[CH:13][N:14]=1. (2) Given the reactants Br[CH2:2][C:3](=O)[C:4]([S:7]([C:10]1[CH:15]=[CH:14][C:13]([Cl:16])=[CH:12][CH:11]=1)(=[O:9])=[O:8])([CH3:6])[CH3:5].[C:18]([C:22]1[CH:23]=[C:24]([C:28]([NH2:30])=[NH:29])[N:25]([CH3:27])[N:26]=1)([CH3:21])([CH3:20])[CH3:19], predict the reaction product. The product is: [C:18]([C:22]1[CH:23]=[C:24]([C:28]2[NH:29][C:3]([C:4]([S:7]([C:10]3[CH:15]=[CH:14][C:13]([Cl:16])=[CH:12][CH:11]=3)(=[O:9])=[O:8])([CH3:6])[CH3:5])=[CH:2][N:30]=2)[N:25]([CH3:27])[N:26]=1)([CH3:21])([CH3:19])[CH3:20].